From a dataset of Forward reaction prediction with 1.9M reactions from USPTO patents (1976-2016). Predict the product of the given reaction. (1) Given the reactants Br[C:2]1[CH:3]=[CH:4][C:5]([CH3:8])=[N:6][CH:7]=1.C([O-])([O-])=O.[K+].[K+].O.[CH:16](O)([CH3:18])[CH3:17], predict the reaction product. The product is: [CH3:8][C:5]1[N:6]=[CH:7][C:2]([C:17]2[CH:7]=[N:6][C:5]([CH3:4])=[CH:18][CH:16]=2)=[CH:3][CH:4]=1. (2) Given the reactants [C:1]1([CH:7]2[N:21]3[C:22]4[C:14]([C:15]5[C:16](=[O:23])[CH2:17][CH2:18][CH2:19][C:20]=53)=[CH:13][CH:12]=[CH:11][C:10]=4[O:9][CH2:8]2)[CH:6]=[CH:5][CH:4]=[CH:3][CH:2]=1.FC(F)(F)C(O)=O.[Br-].[Li+].C(=O)([O-])[O-].[Li+].[Li+], predict the reaction product. The product is: [C:1]1([CH:7]2[N:21]3[C:22]4[C:14]([C:15]5[C:20]3=[CH:19][CH:18]=[CH:17][C:16]=5[OH:23])=[CH:13][CH:12]=[CH:11][C:10]=4[O:9][CH2:8]2)[CH:2]=[CH:3][CH:4]=[CH:5][CH:6]=1. (3) Given the reactants [I:1][C:2]1[N:7]=[N:6][C:5]([NH2:8])=[C:4]([O:9][CH3:10])[CH:3]=1.[H-].[Na+].[Cl:13][C:14]1[CH:15]=[C:16]([S:21](Cl)(=[O:23])=[O:22])[CH:17]=[C:18]([Cl:20])[CH:19]=1, predict the reaction product. The product is: [Cl:20][C:18]1[CH:17]=[C:16]([S:21]([NH:8][C:5]2[N:6]=[N:7][C:2]([I:1])=[CH:3][C:4]=2[O:9][CH3:10])(=[O:22])=[O:23])[CH:15]=[C:14]([Cl:13])[CH:19]=1. (4) The product is: [CH3:10][O:11][C:12]1[CH:19]=[CH:18][C:15]([CH2:16][N:1]([CH2:16][C:15]2[CH:18]=[CH:19][C:12]([O:7][CH3:4])=[CH:13][CH:14]=2)[C:2]#[N:3])=[CH:14][CH:13]=1. Given the reactants [N:1]#[C:2][NH2:3].[C:4]([O-:7])([O-])=O.[K+].[K+].[CH3:10][O:11][C:12]1[CH:19]=[CH:18][C:15]([CH2:16]Cl)=[CH:14][CH:13]=1.O, predict the reaction product. (5) Given the reactants [N:1]1([CH2:6][CH2:7][CH2:8][CH2:9][NH:10][C:11]([C:13]2[CH:18]=[C:17]([O:19][C:20]3[CH:25]=[CH:24][C:23]([OH:26])=[C:22]([NH2:27])[CH:21]=3)[CH:16]=[CH:15][N:14]=2)=[O:12])[CH2:5][CH2:4][CH2:3][CH2:2]1.[Cl:28][C:29]1[CH:34]=[CH:33][C:32]([N:35]=[C:36]=S)=[CH:31][CH:30]=1.CC#N.C(Cl)CCl, predict the reaction product. The product is: [N:1]1([CH2:6][CH2:7][CH2:8][CH2:9][NH:10][C:11]([C:13]2[CH:18]=[C:17]([O:19][C:20]3[CH:25]=[CH:24][C:23]4[O:26][C:36]([NH:35][C:32]5[CH:33]=[CH:34][C:29]([Cl:28])=[CH:30][CH:31]=5)=[N:27][C:22]=4[CH:21]=3)[CH:16]=[CH:15][N:14]=2)=[O:12])[CH2:5][CH2:4][CH2:3][CH2:2]1. (6) Given the reactants C([O-])=O.[NH4+].[F:5][C:6]([F:24])([F:23])[C:7]([NH:9][CH:10]1[CH2:15][CH2:14][N:13](CC2C=CC=CC=2)[CH2:12][CH2:11]1)=[O:8], predict the reaction product. The product is: [F:24][C:6]([F:5])([F:23])[C:7]([NH:9][CH:10]1[CH2:15][CH2:14][NH:13][CH2:12][CH2:11]1)=[O:8].